From a dataset of Forward reaction prediction with 1.9M reactions from USPTO patents (1976-2016). Predict the product of the given reaction. (1) The product is: [F:1][C:2]1[CH:3]=[C:4]([CH:8]=[CH:9][C:10]=1[C:11]1[S:12][C:13]2[C:18]([N:19]=1)=[CH:17][CH:16]=[C:15]([C:20]1([C:23]3[CH:24]=[CH:25][CH:26]=[CH:27][CH:28]=3)[CH2:21][CH2:22]1)[N:14]=2)[C:5]([N:30]([CH2:31][CH2:32][OH:33])[CH3:29])=[O:7]. Given the reactants [F:1][C:2]1[CH:3]=[C:4]([CH:8]=[CH:9][C:10]=1[C:11]1[S:12][C:13]2[C:18]([N:19]=1)=[CH:17][CH:16]=[C:15]([C:20]1([C:23]3[CH:28]=[CH:27][CH:26]=[CH:25][CH:24]=3)[CH2:22][CH2:21]1)[N:14]=2)[C:5]([OH:7])=O.[CH3:29][NH:30][CH2:31][CH2:32][OH:33], predict the reaction product. (2) Given the reactants [Cl:1][C:2]1[CH:7]=[CH:6][C:5]([C:8]2[CH:9]=[C:10]([NH2:20])[CH:11]=[N:12][C:13]=2[O:14][CH2:15][C:16]([F:19])([F:18])[F:17])=[CH:4][CH:3]=1.[CH2:21]([O:23][C:24]([C:26]1[CH:27]=[N:28][CH:29]=[C:30]([C:32](O)=[O:33])[CH:31]=1)=[O:25])[CH3:22], predict the reaction product. The product is: [CH2:21]([O:23][C:24](=[O:25])[C:26]1[CH:31]=[C:30]([C:32](=[O:33])[NH:20][C:10]2[CH:11]=[N:12][C:13]([O:14][CH2:15][C:16]([F:17])([F:18])[F:19])=[C:8]([C:5]3[CH:4]=[CH:3][C:2]([Cl:1])=[CH:7][CH:6]=3)[CH:9]=2)[CH:29]=[N:28][CH:27]=1)[CH3:22].